This data is from Forward reaction prediction with 1.9M reactions from USPTO patents (1976-2016). The task is: Predict the product of the given reaction. Given the reactants [F:1][C:2]1[CH:26]=[CH:25][C:5]2[CH:6]([C:11]3[C:19]4[C:14](=[CH:15][CH:16]=[CH:17][CH:18]=4)[N:13]([CH2:20][C:21]([OH:23])=[O:22])[C:12]=3[CH3:24])[NH:7][S:8](=[O:10])(=[O:9])[C:4]=2[CH:3]=1.[CH:27]1[CH:32]=[CH:31][C:30]([CH2:33][CH2:34]Br)=[CH:29][CH:28]=1, predict the reaction product. The product is: [F:1][C:2]1[CH:26]=[CH:25][C:5]2[CH:6]([C:11]3[C:19]4[C:14](=[CH:15][CH:16]=[CH:17][CH:18]=4)[N:13]([CH2:20][C:21]([OH:23])=[O:22])[C:12]=3[CH3:24])[N:7]([CH2:34][CH2:33][C:30]3[CH:31]=[CH:32][CH:27]=[CH:28][CH:29]=3)[S:8](=[O:10])(=[O:9])[C:4]=2[CH:3]=1.